Dataset: Full USPTO retrosynthesis dataset with 1.9M reactions from patents (1976-2016). Task: Predict the reactants needed to synthesize the given product. (1) Given the product [F:1][C:2]1[CH:3]=[C:4]([C@@H:9]2[CH2:13][N:12]([CH2:14][CH2:15][O:16][CH3:17])[CH2:11][C@H:10]2[NH:18][C:19](=[O:38])[NH:20][C:21]2[N:25]([C:26]3[CH:31]=[CH:30][CH:29]=[CH:28][CH:27]=3)[N:24]=[C:23]([O:32][CH2:33][C:34]([NH:41][CH2:40][CH3:39])=[O:36])[C:22]=2[CH3:37])[CH:5]=[CH:6][C:7]=1[F:8], predict the reactants needed to synthesize it. The reactants are: [F:1][C:2]1[CH:3]=[C:4]([C@@H:9]2[CH2:13][N:12]([CH2:14][CH2:15][O:16][CH3:17])[CH2:11][C@H:10]2[NH:18][C:19](=[O:38])[NH:20][C:21]2[N:25]([C:26]3[CH:31]=[CH:30][CH:29]=[CH:28][CH:27]=3)[N:24]=[C:23]([O:32][CH2:33][C:34]([OH:36])=O)[C:22]=2[CH3:37])[CH:5]=[CH:6][C:7]=1[F:8].[CH3:39][CH2:40][N:41]=C=NCCCN(C)C.C1C=CC2N(O)N=NC=2C=1.C(N)C. (2) The reactants are: [CH3:1][O:2][C:3]1[CH:8]=[CH:7][C:6]([N:9]([CH2:11][CH2:12][O:13][CH3:14])[CH3:10])=[CH:5][C:4]=1[NH:15][C:16]([NH2:18])=[S:17].BrBr. Given the product [CH3:1][O:2][C:3]1[C:4]2[N:15]=[C:16]([NH2:18])[S:17][C:5]=2[C:6]([N:9]([CH2:11][CH2:12][O:13][CH3:14])[CH3:10])=[CH:7][CH:8]=1, predict the reactants needed to synthesize it. (3) Given the product [CH2:7]([O:6][C:4]([C:3]1[N:1]=[C:19]([C:18]2[CH:21]=[CH:22][C:15]([O:14][C:13]([F:12])([F:23])[F:24])=[CH:16][CH:17]=2)[NH:20][C:9]=1[CH3:11])=[O:5])[CH3:8], predict the reactants needed to synthesize it. The reactants are: [N:1](=[C:3]([C:9]([CH3:11])=O)[C:4]([O:6][CH2:7][CH3:8])=[O:5])O.[F:12][C:13]([F:24])([F:23])[O:14][C:15]1[CH:22]=[CH:21][C:18]([CH2:19][NH2:20])=[CH:17][CH:16]=1. (4) Given the product [C:31]([C:35]1[O:39][N:38]=[C:37]([NH:40][C:41]([NH:1][C:2]2[CH:7]=[CH:6][C:5]([C:8]3[CH:13]=[N:12][C:11]([NH:14][CH2:15][CH2:16][N:17]4[CH2:22][CH2:21][CH2:20][CH2:19][CH2:18]4)=[CH:10][CH:9]=3)=[CH:4][C:3]=2[F:23])=[O:42])[CH:36]=1)([CH3:34])([CH3:32])[CH3:33], predict the reactants needed to synthesize it. The reactants are: [NH2:1][C:2]1[CH:7]=[CH:6][C:5]([C:8]2[CH:9]=[CH:10][C:11]([NH:14][CH2:15][CH2:16][N:17]3[CH2:22][CH2:21][CH2:20][CH2:19][CH2:18]3)=[N:12][CH:13]=2)=[CH:4][C:3]=1[F:23].C(N(CC)CC)C.[C:31]([C:35]1[O:39][N:38]=[C:37]([NH:40][C:41](=O)[O:42]C2C=CC=CC=2)[CH:36]=1)([CH3:34])([CH3:33])[CH3:32].